Dataset: Full USPTO retrosynthesis dataset with 1.9M reactions from patents (1976-2016). Task: Predict the reactants needed to synthesize the given product. (1) Given the product [S:12]1[CH:16]=[CH:15][CH:14]=[C:13]1[C:17]1[N:18]=[CH:19][C:20]([CH2:21][NH:11][C:8]23[CH2:10][CH:4]4[CH2:5][CH:6]([CH2:1][CH:2]([CH2:3]4)[CH2:9]2)[CH2:7]3)=[CH:23][CH:24]=1, predict the reactants needed to synthesize it. The reactants are: [CH2:1]1[CH:6]2[CH2:7][C:8]3([NH2:11])[CH2:10][CH:4]([CH2:5]2)[CH2:3][CH:2]1[CH2:9]3.[S:12]1[CH:16]=[CH:15][CH:14]=[C:13]1[C:17]1[CH:24]=[CH:23][C:20]([CH:21]=O)=[CH:19][N:18]=1. (2) Given the product [CH:20]1([S:25][CH:4]([C:6]2[CH:11]=[CH:10][C:9]([O:12][C:13]3[CH:18]=[CH:17][CH:16]=[CH:15][CH:14]=3)=[CH:8][CH:7]=2)[C:3]([OH:2])=[O:19])[CH2:24][CH2:23][CH2:22][CH2:21]1.[CH:20]1([S:25][CH:4]([C:6]2[CH:7]=[CH:8][C:9]([O:12][C:13]3[CH:14]=[CH:15][CH:16]=[CH:17][CH:18]=3)=[CH:10][CH:11]=2)[C:3]([NH:26][C:27]2[S:28][CH:29]=[CH:30][N:31]=2)=[O:19])[CH2:24][CH2:23][CH2:22][CH2:21]1, predict the reactants needed to synthesize it. The reactants are: C[O:2][C:3](=[O:19])[CH:4]([C:6]1[CH:11]=[CH:10][C:9]([O:12][C:13]2[CH:18]=[CH:17][CH:16]=[CH:15][CH:14]=2)=[CH:8][CH:7]=1)Br.[CH:20]1([SH:25])[CH2:24][CH2:23][CH2:22][CH2:21]1.[NH2:26][C:27]1[S:28][CH:29]=[CH:30][N:31]=1. (3) Given the product [F:1][C:2]1[CH:3]=[C:4]([CH:7]=[CH:8][C:9]=1[OH:10])/[CH:5]=[C:15]1\[N:14]=[C:11]([CH3:12])[O:18][C:16]\1=[O:17], predict the reactants needed to synthesize it. The reactants are: [F:1][C:2]1[CH:3]=[C:4]([CH:7]=[CH:8][C:9]=1[OH:10])[CH:5]=O.[C:11]([NH:14][CH2:15][C:16]([OH:18])=[O:17])(=O)[CH3:12].C(=O)([O-])[O-].[Na+].[Na+].C([O-])(=O)C.[Na+].C(=O)([O-])[O-]. (4) Given the product [C:1]([O:5][C:6]([NH:8][CH:9]([CH2:13][C:14]1[C:22]2[C:17](=[CH:18][CH:19]=[C:20]([O:23][C:38]3[C:39]([C:45]#[N:46])=[CH:40][CH:41]=[CH:36][N:37]=3)[CH:21]=2)[NH:16][CH:15]=1)[C:10]([OH:12])=[O:11])=[O:7])([CH3:4])([CH3:2])[CH3:3], predict the reactants needed to synthesize it. The reactants are: [C:1]([O:5][C:6]([NH:8][CH:9]([CH2:13][C:14]1[C:22]2[C:17](=[CH:18][CH:19]=[C:20]([OH:23])[CH:21]=2)[NH:16][CH:15]=1)[C:10]([OH:12])=[O:11])=[O:7])([CH3:4])([CH3:3])[CH3:2].C(=O)(O)[O-].[Na+].C(=O)([O-])[O-].[K+].[K+].Cl[C:36]1(C#N)[CH:41]=[CH:40][CH:39]=[CH:38][NH:37]1.Cl.[CH3:45][N:46](C)C=O.